Dataset: NCI-60 drug combinations with 297,098 pairs across 59 cell lines. Task: Regression. Given two drug SMILES strings and cell line genomic features, predict the synergy score measuring deviation from expected non-interaction effect. (1) Drug 1: C1=C(C(=O)NC(=O)N1)N(CCCl)CCCl. Drug 2: C1=CC=C(C(=C1)C(C2=CC=C(C=C2)Cl)C(Cl)Cl)Cl. Cell line: A549. Synergy scores: CSS=27.0, Synergy_ZIP=1.10, Synergy_Bliss=2.67, Synergy_Loewe=-11.9, Synergy_HSA=2.11. (2) Drug 1: CS(=O)(=O)C1=CC(=C(C=C1)C(=O)NC2=CC(=C(C=C2)Cl)C3=CC=CC=N3)Cl. Drug 2: CN(CC1=CN=C2C(=N1)C(=NC(=N2)N)N)C3=CC=C(C=C3)C(=O)NC(CCC(=O)O)C(=O)O. Cell line: T-47D. Synergy scores: CSS=6.16, Synergy_ZIP=0.146, Synergy_Bliss=4.43, Synergy_Loewe=-0.196, Synergy_HSA=0.842. (3) Drug 1: C1CN1P(=S)(N2CC2)N3CC3. Drug 2: CC1CCCC2(C(O2)CC(NC(=O)CC(C(C(=O)C(C1O)C)(C)C)O)C(=CC3=CSC(=N3)C)C)C. Cell line: UACC-257. Synergy scores: CSS=25.8, Synergy_ZIP=-0.434, Synergy_Bliss=-2.67, Synergy_Loewe=-22.2, Synergy_HSA=-4.24. (4) Drug 1: CS(=O)(=O)CCNCC1=CC=C(O1)C2=CC3=C(C=C2)N=CN=C3NC4=CC(=C(C=C4)OCC5=CC(=CC=C5)F)Cl. Drug 2: C1C(C(OC1N2C=NC(=NC2=O)N)CO)O. Cell line: SK-OV-3. Synergy scores: CSS=12.1, Synergy_ZIP=-2.00, Synergy_Bliss=2.87, Synergy_Loewe=-1.17, Synergy_HSA=-0.996. (5) Drug 1: CC(CN1CC(=O)NC(=O)C1)N2CC(=O)NC(=O)C2. Drug 2: C1=C(C(=O)NC(=O)N1)N(CCCl)CCCl. Cell line: DU-145. Synergy scores: CSS=23.6, Synergy_ZIP=-4.54, Synergy_Bliss=1.11, Synergy_Loewe=-6.71, Synergy_HSA=1.92.